Dataset: Full USPTO retrosynthesis dataset with 1.9M reactions from patents (1976-2016). Task: Predict the reactants needed to synthesize the given product. Given the product [Si:17]([O:16][CH2:15][C@H:14]([CH3:24])/[CH:13]=[CH:2]/[CH3:3])([C:20]([CH3:23])([CH3:22])[CH3:21])([CH3:19])[CH3:18], predict the reactants needed to synthesize it. The reactants are: [H-].[CH2:2]([Al+]CC(C)C)[CH:3](C)C.CO[C:13](=O)[C@@H:14]([CH3:24])[CH2:15][O:16][Si:17]([C:20]([CH3:23])([CH3:22])[CH3:21])([CH3:19])[CH3:18].C(C(C(C([O-])=O)O)O)([O-])=O.[Na+].[K+].